From a dataset of Reaction yield outcomes from USPTO patents with 853,638 reactions. Predict the reaction yield, written as a fraction of the theoretical maximum amount of product (1.0 means a 100% yield; for example, 0.34 means a 34% yield). (1) The reactants are [Br:1]P(Br)Br.O[CH:6]([C:8]1[CH:9]=[C:10]([C:25]([N:27]2[CH2:31][CH2:30][CH2:29][CH2:28]2)=[O:26])[CH:11]=[C:12]2[C:17]=1[O:16][C:15]([N:18]1[CH2:23][CH2:22][O:21][CH2:20][CH2:19]1)=[CH:14][C:13]2=[O:24])[CH3:7]. The catalyst is ClCCCl.C(OCC)C. The product is [Br:1][CH:6]([C:8]1[CH:9]=[C:10]([C:25]([N:27]2[CH2:28][CH2:29][CH2:30][CH2:31]2)=[O:26])[CH:11]=[C:12]2[C:17]=1[O:16][C:15]([N:18]1[CH2:19][CH2:20][O:21][CH2:22][CH2:23]1)=[CH:14][C:13]2=[O:24])[CH3:7]. The yield is 1.00. (2) The reactants are [CH3:1][Al](C)C.[C:5]1([C:11]([C:13]2[CH:18]=[CH:17][CH:16]=[C:15]([O:19]COCC[Si](C)(C)C)[CH:14]=2)=O)[CH:10]=[CH:9][CH:8]=[CH:7][CH:6]=1.O.Cl. The catalyst is C(Cl)Cl.Cl[Ti](Cl)(Cl)Cl. The product is [C:5]1([C:11]([C:13]2[CH:14]=[C:15]([OH:19])[CH:16]=[CH:17][CH:18]=2)=[CH2:1])[CH:6]=[CH:7][CH:8]=[CH:9][CH:10]=1. The yield is 0.710. (3) The reactants are [CH3:1][C:2]1[O:6][N:5]=[C:4]([C:7]2[CH:12]=[CH:11][CH:10]=[CH:9][CH:8]=2)[C:3]=1[CH2:13][O:14][C:15]1[CH:23]=[CH:22][C:18]([C:19]([OH:21])=O)=[CH:17][N:16]=1.[CH2:24]([O:31][CH:32]1[CH2:35][CH:34]([NH2:36])[CH2:33]1)[C:25]1[CH:30]=[CH:29][CH:28]=[CH:27][CH:26]=1. No catalyst specified. The product is [CH2:24]([O:31][CH:32]1[CH2:35][CH:34]([NH:36][C:19](=[O:21])[C:18]2[CH:22]=[CH:23][C:15]([O:14][CH2:13][C:3]3[C:4]([C:7]4[CH:8]=[CH:9][CH:10]=[CH:11][CH:12]=4)=[N:5][O:6][C:2]=3[CH3:1])=[N:16][CH:17]=2)[CH2:33]1)[C:25]1[CH:30]=[CH:29][CH:28]=[CH:27][CH:26]=1. The yield is 0.430. (4) The reactants are [C:1]1([NH2:8])[CH:6]=[CH:5][CH:4]=[CH:3][C:2]=1[NH2:7].[C:9](O)(=O)[CH2:10][CH2:11][C:12]1[CH:17]=[CH:16][CH:15]=[CH:14][CH:13]=1. The catalyst is Cl. The product is [C:12]1([CH2:11][CH2:10][C:9]2[NH:7][C:2]3[CH:3]=[CH:4][CH:5]=[CH:6][C:1]=3[N:8]=2)[CH:17]=[CH:16][CH:15]=[CH:14][CH:13]=1. The yield is 0.830. (5) The reactants are Br[C:2]1[CH:3]=[C:4]([C:7]2[CH:12]=[CH:11][N:10]=[C:9]([NH:13][C:14]3[CH:15]=[C:16]([CH:20]([OH:22])[CH3:21])[CH:17]=[CH:18][CH:19]=3)[N:8]=2)[S:5][CH:6]=1.[CH2:23]([NH2:27])[CH:24]([CH3:26])[CH3:25].C1C[O:31][CH2:30]C1.C1CCN2C(=NCCC2)CC1. The catalyst is CS(C)=O.[C-]#[O+].[C-]#[O+].[C-]#[O+].[C-]#[O+].[C-]#[O+].[C-]#[O+].[Mo]. The product is [CH2:23]([NH:27][C:30]([C:2]1[CH:3]=[C:4]([C:7]2[CH:12]=[CH:11][N:10]=[C:9]([NH:13][C:14]3[CH:19]=[CH:18][CH:17]=[C:16]([CH:20]([OH:22])[CH3:21])[CH:15]=3)[N:8]=2)[S:5][CH:6]=1)=[O:31])[CH:24]([CH3:26])[CH3:25]. The yield is 0.250. (6) The reactants are O[CH:2]=[C:3]1[C:11]2[C:6](=[CH:7][C:8]([C:12]([C:14]3[CH:15]=[C:16]([NH:20][C:21]([C:23]4[O:24][CH:25]=[CH:26][C:27]=4[CH3:28])=[O:22])[CH:17]=[CH:18][CH:19]=3)=[O:13])=[CH:9][CH:10]=2)[NH:5][C:4]1=[O:29].[N:30]1([CH2:35][CH2:36][C:37]2[CH:42]=[CH:41][C:40]([NH2:43])=[CH:39][CH:38]=2)[CH2:34][CH2:33][CH2:32][CH2:31]1. The catalyst is C1COCC1. The product is [O:29]=[C:4]1[C:3](=[CH:2][NH:43][C:40]2[CH:41]=[CH:42][C:37]([CH2:36][CH2:35][N:30]3[CH2:34][CH2:33][CH2:32][CH2:31]3)=[CH:38][CH:39]=2)[C:11]2[C:6](=[CH:7][C:8]([C:12]([C:14]3[CH:15]=[C:16]([NH:20][C:21]([C:23]4[O:24][CH:25]=[CH:26][C:27]=4[CH3:28])=[O:22])[CH:17]=[CH:18][CH:19]=3)=[O:13])=[CH:9][CH:10]=2)[NH:5]1. The yield is 0.170. (7) The yield is 0.800. The product is [ClH:43].[NH2:7][CH2:8][C:9]1[CH:14]=[CH:13][C:12]([O:15][CH2:16][C:17]([NH2:18])=[O:19])=[C:11]([CH:20]2[CH2:25][CH2:24][N:23]([C:26]([C:28]3[C:36]4[C:31](=[C:32]([CH3:37])[CH:33]=[CH:34][CH:35]=4)[N:30]([CH2:38][CH2:39][O:40][CH3:41])[CH:29]=3)=[O:27])[CH2:22][CH2:21]2)[CH:10]=1. The catalyst is O1CCOCC1. The reactants are C(OC(=O)[NH:7][CH2:8][C:9]1[CH:14]=[CH:13][C:12]([O:15][CH2:16][C:17](=[O:19])[NH2:18])=[C:11]([CH:20]2[CH2:25][CH2:24][N:23]([C:26]([C:28]3[C:36]4[C:31](=[C:32]([CH3:37])[CH:33]=[CH:34][CH:35]=4)[N:30]([CH2:38][CH2:39][O:40][CH3:41])[CH:29]=3)=[O:27])[CH2:22][CH2:21]2)[CH:10]=1)(C)(C)C.[ClH:43]. (8) The reactants are [S:1]1([C:12]2[C:7](=[CH:8][CH:9]=[CH:10][CH:11]=2)[C:5](=[O:6])[NH:4]1)(=[O:3])=[O:2].[H-].[Na+].Br[CH2:16][CH2:17][CH2:18][CH2:19][CH2:20][CH2:21][O:22][Si:23]([C:26]([CH3:29])([CH3:28])[CH3:27])([CH3:25])[CH3:24]. The catalyst is CN(C=O)C.O.CCOC(C)=O. The product is [Si:23]([O:22][CH2:21][CH2:20][CH2:19][CH2:18][CH2:17][CH2:16][N:4]1[C:5](=[O:6])[C:7]2[C:12](=[CH:11][CH:10]=[CH:9][CH:8]=2)[S:1]1(=[O:2])=[O:3])([C:26]([CH3:27])([CH3:28])[CH3:29])([CH3:25])[CH3:24]. The yield is 0.450. (9) The reactants are [Cl:1][C:2]1[CH:38]=[CH:37][CH:36]=[C:35]([Cl:39])[C:3]=1[C:4]([NH:6][C:7]1[CH:16]=[C:15]2[C:10]([CH2:11][C@@H:12]([NH:27]C(=O)OC(C)(C)C)[CH2:13][N:14]2[S:17]([C:20]2[CH:21]=[C:22]([CH3:26])[CH:23]=[CH:24][CH:25]=2)(=[O:19])=[O:18])=[N:9][CH:8]=1)=[O:5].[F:40][C:41]([F:46])([F:45])[C:42]([OH:44])=[O:43]. The catalyst is ClCCl. The product is [F:40][C:41]([F:46])([F:45])[C:42]([OH:44])=[O:43].[NH2:27][C@@H:12]1[CH2:11][C:10]2[N:9]=[CH:8][C:7]([NH:6][C:4](=[O:5])[C:3]3[C:35]([Cl:39])=[CH:36][CH:37]=[CH:38][C:2]=3[Cl:1])=[CH:16][C:15]=2[N:14]([S:17]([C:20]2[CH:21]=[C:22]([CH3:26])[CH:23]=[CH:24][CH:25]=2)(=[O:18])=[O:19])[CH2:13]1. The yield is 0.430.